The task is: Predict the reaction yield, written as a fraction of the theoretical maximum amount of product (1.0 means a 100% yield; for example, 0.34 means a 34% yield).. This data is from Reaction yield outcomes from USPTO patents with 853,638 reactions. (1) The reactants are [C:1]([O:5][C:6]([NH:8][C@:9]1([C:14]([O:16]CC)=[O:15])[CH2:11][C@@H:10]1[CH:12]=[CH2:13])=[O:7])([CH3:4])([CH3:3])[CH3:2].O.O1CCCC1.O.[OH-].[Li+]. The catalyst is C(OCC)(=O)C. The product is [C:1]([O:5][C:6]([NH:8][C@:9]1([C:14]([OH:16])=[O:15])[CH2:11][C@@H:10]1[CH:12]=[CH2:13])=[O:7])([CH3:4])([CH3:2])[CH3:3]. The yield is 0.960. (2) The reactants are C([N-]C(C)C)(C)C.[Li+].[CH3:9][C:10](=[O:15])[CH2:11][C:12](=[O:14])[CH3:13].[N+:16]([C:19]1[CH:26]=[CH:25][C:22]([CH2:23]Br)=[CH:21][CH:20]=1)([O-:18])=[O:17]. The catalyst is O1CCCC1. The product is [N+:16]([C:19]1[CH:26]=[CH:25][C:22]([CH2:23][CH2:9][C:10](=[O:15])[CH2:11][C:12](=[O:14])[CH3:13])=[CH:21][CH:20]=1)([O-:18])=[O:17]. The yield is 0.520. (3) The reactants are [CH3:1][O:2][C:3]1[CH:8]=[CH:7][CH:6]=[CH:5][C:4]=1[CH2:9][C:10]([O:12]C)=[O:11].[H-].[Na+].[CH:16]1(Br)[CH2:20][CH2:19][CH2:18][CH2:17]1. The catalyst is CN(C=O)C. The product is [CH:16]1([CH:9]([C:4]2[CH:5]=[CH:6][CH:7]=[CH:8][C:3]=2[O:2][CH3:1])[C:10]([OH:12])=[O:11])[CH2:20][CH2:19][CH2:18][CH2:17]1. The yield is 0.650. (4) The reactants are [CH:1]1(P(C2CCCCC2)C2C=CC=CC=2C2C(OC)=CC=CC=2OC)CCCCC1.I[C:31]1[C:39]2[C:38](=[O:40])[N:37]([CH2:41][O:42][CH2:43][CH2:44][Si:45]([CH3:48])([CH3:47])[CH3:46])[N:36]=[CH:35][C:34]=2[N:33]([CH2:49][O:50][CH2:51][CH2:52][Si:53]([CH3:56])([CH3:55])[CH3:54])[CH:32]=1.CB(O)O.P([O-])([O-])([O-])=O.[K+].[K+].[K+]. The catalyst is C([O-])(=O)C.[Pd+2].C([O-])(=O)C.C1(C)C=CC=CC=1.O1CCCC1. The product is [CH3:1][C:31]1[C:39]2[C:38](=[O:40])[N:37]([CH2:41][O:42][CH2:43][CH2:44][Si:45]([CH3:48])([CH3:47])[CH3:46])[N:36]=[CH:35][C:34]=2[N:33]([CH2:49][O:50][CH2:51][CH2:52][Si:53]([CH3:56])([CH3:55])[CH3:54])[CH:32]=1. The yield is 0.920.